From a dataset of Full USPTO retrosynthesis dataset with 1.9M reactions from patents (1976-2016). Predict the reactants needed to synthesize the given product. (1) Given the product [Cl:1][C:2]1[CH:7]=[C:6]([F:8])[CH:5]=[CH:4][C:3]=1[S:9]([NH:12][CH2:13][CH2:14][CH2:15][NH:16][C:17]([C@@H:19]([NH:24][C:25]([C:27]1[C:28]2[CH2:29][CH2:30][N:31]([CH2:38][C:39]3[CH:44]=[CH:43][CH:42]=[CH:41][CH:40]=3)[CH2:32][C:33]=2[CH:34]=[CH:35][CH:36]=1)=[O:26])[CH2:20][CH:21]([CH3:23])[CH3:22])=[O:18])(=[O:11])=[O:10], predict the reactants needed to synthesize it. The reactants are: [Cl:1][C:2]1[CH:7]=[C:6]([F:8])[CH:5]=[CH:4][C:3]=1[S:9]([NH:12][CH2:13][CH2:14][CH2:15][NH:16][C:17]([C@@H:19]([NH:24][C:25]([C:27]1[C:28]2[CH2:29][CH2:30][NH:31][CH2:32][C:33]=2[CH:34]=[CH:35][CH:36]=1)=[O:26])[CH2:20][CH:21]([CH3:23])[CH3:22])=[O:18])(=[O:11])=[O:10].Cl[CH2:38][C:39]1[CH:44]=[CH:43][CH:42]=[CH:41][CH:40]=1.C(N(CC)CC)C. (2) Given the product [CH3:20][O:19][CH2:18][O:17][CH2:16][CH:12]1[CH2:13][CH2:14][CH2:15][NH:11]1, predict the reactants needed to synthesize it. The reactants are: C([N:11]1[CH2:15][CH2:14][CH2:13][CH:12]1[CH2:16][O:17][CH2:18][O:19][CH3:20])(OCC1C=CC=CC=1)=O.[H][H].